Dataset: Forward reaction prediction with 1.9M reactions from USPTO patents (1976-2016). Task: Predict the product of the given reaction. (1) The product is: [C:15]([C:14]1[CH:13]=[C:12]([CH2:11][C:9]2[N:10]=[C:5]3[S:4][C:3]([CH3:21])=[C:2]([C:31]([O:33][CH2:34][CH3:35])=[O:32])[N:6]3[C:7](=[O:20])[CH:8]=2)[CH:19]=[CH:18][CH:17]=1)#[N:16]. Given the reactants Br[C:2]1[N:6]2[C:7](=[O:20])[CH:8]=[C:9]([CH2:11][C:12]3[CH:13]=[C:14]([CH:17]=[CH:18][CH:19]=3)[C:15]#[N:16])[N:10]=[C:5]2[S:4][C:3]=1[CH3:21].CC1(C)OB(C2CC2[C:31]([O:33][CH2:34][CH3:35])=[O:32])OC1(C)C.C(=O)([O-])[O-].[K+].[K+], predict the reaction product. (2) Given the reactants [Cl:1][C:2]1[C:26]([O:27][CH3:28])=[CH:25][C:5]([O:6][CH2:7][CH:8]([OH:24])[CH2:9][N:10]2[CH2:15][CH2:14][CH:13]([O:16][C:17]3[CH:22]=[CH:21][C:20]([Cl:23])=[CH:19][CH:18]=3)[CH2:12][CH2:11]2)=[C:4]([N+:29]([O-])=O)[CH:3]=1.O.O.Cl[Sn]Cl, predict the reaction product. The product is: [NH2:29][C:4]1[CH:3]=[C:2]([Cl:1])[C:26]([O:27][CH3:28])=[CH:25][C:5]=1[O:6][CH2:7][CH:8]([OH:24])[CH2:9][N:10]1[CH2:15][CH2:14][CH:13]([O:16][C:17]2[CH:18]=[CH:19][C:20]([Cl:23])=[CH:21][CH:22]=2)[CH2:12][CH2:11]1. (3) Given the reactants [C:1]1([C:7]2([N:14]3[CH2:19][CH2:18][CH:17]([N:20]4[C:24]5[CH:25]=[CH:26][CH:27]=[CH:28][C:23]=5[N:22]=[C:21]4[NH:29][CH2:30][CH2:31][NH2:32])[CH2:16][CH2:15]3)[CH2:13][CH2:12][CH2:11][CH2:10][CH2:9][CH2:8]2)[CH:6]=[CH:5][CH:4]=[CH:3][CH:2]=1.C([NH:40][C:41](N1C=CCN1C(=N)NC(OC(C)(C)C)=O)=[NH:42])(OC(C)(C)C)=O.O, predict the reaction product. The product is: [C:1]1([C:7]2([N:14]3[CH2:15][CH2:16][CH:17]([N:20]4[C:24]5[CH:25]=[CH:26][CH:27]=[CH:28][C:23]=5[N:22]=[C:21]4[NH:29][CH2:30][CH2:31][NH:32][C:41]([NH2:42])=[NH:40])[CH2:18][CH2:19]3)[CH2:13][CH2:12][CH2:11][CH2:10][CH2:9][CH2:8]2)[CH:2]=[CH:3][CH:4]=[CH:5][CH:6]=1. (4) Given the reactants [F:1][C:2]1[CH:7]=[CH:6][C:5]([NH:8][C:9]2[O:10][CH2:11][C:12](=[O:21])[C:13]=2[C:14]([O:16][CH2:17][CH2:18][CH2:19][CH3:20])=[O:15])=[CH:4][CH:3]=1.[NH:22]1[C:30]2[C:25](=[CH:26][CH:27]=[CH:28][N:29]=2)[C:24]([CH:31]=O)=[CH:23]1.N1CCC[C@H]1C(O)=O, predict the reaction product. The product is: [NH:22]1[C:30]2=[N:29][CH:28]=[CH:27][CH:26]=[C:25]2[C:24]([CH:31]=[C:11]2[O:10][C:9]([NH:8][C:5]3[CH:4]=[CH:3][C:2]([F:1])=[CH:7][CH:6]=3)=[C:13]([C:14]([O:16][CH2:17][CH2:18][CH2:19][CH3:20])=[O:15])[C:12]2=[O:21])=[CH:23]1. (5) The product is: [CH3:28][S:29]([O:1][CH2:2][CH2:3][CH2:4][C:5]1[CH:10]=[CH:9][C:8]([C:11]2[CH:16]=[CH:15][C:14]([CH2:17][CH2:18][CH2:19][O:20][S:29]([CH3:28])(=[O:31])=[O:30])=[CH:13][CH:12]=2)=[CH:7][CH:6]=1)(=[O:31])=[O:30]. Given the reactants [OH:1][CH2:2][CH2:3][CH2:4][C:5]1[CH:10]=[CH:9][C:8]([C:11]2[CH:16]=[CH:15][C:14]([CH2:17][CH2:18][CH2:19][OH:20])=[CH:13][CH:12]=2)=[CH:7][CH:6]=1.C(N(CC)CC)C.[CH3:28][S:29](Cl)(=[O:31])=[O:30], predict the reaction product. (6) Given the reactants [Br:1][C:2]1[CH:11]=[CH:10][C:5]([C:6]([O:8]C)=[O:7])=[CH:4][C:3]=1[CH2:12][O:13][CH3:14].COCC1C=C(C(O)=O)C=CC=1C1C=CC=CC=1C.[OH-].[Na+].O, predict the reaction product. The product is: [Br:1][C:2]1[CH:11]=[CH:10][C:5]([C:6]([OH:8])=[O:7])=[CH:4][C:3]=1[CH2:12][O:13][CH3:14]. (7) Given the reactants [NH2:1][C@H:2]1[CH2:7][CH2:6][CH2:5][CH2:4][C@H:3]1[NH:8][C:9](=[O:26])[C:10]1[C:15]([C:16]([F:19])([F:18])[F:17])=[CH:14][C:13]([C:20]([F:23])([F:22])[F:21])=[CH:12][C:11]=1[O:24][CH3:25].Br[CH2:28][CH:29]([OH:33])[CH2:30][CH2:31]Br, predict the reaction product. The product is: [OH:33][CH:29]1[CH2:30][CH2:31][N:1]([CH:2]2[CH2:7][CH2:6][CH2:5][CH2:4][CH:3]2[NH:8][C:9](=[O:26])[C:10]2[C:15]([C:16]([F:19])([F:18])[F:17])=[CH:14][C:13]([C:20]([F:21])([F:22])[F:23])=[CH:12][C:11]=2[O:24][CH3:25])[CH2:28]1. (8) Given the reactants [O:1]=[C:2]1[NH:7][CH2:6][CH2:5][N:4]([C:8]([O:10][C:11]([CH3:14])([CH3:13])[CH3:12])=[O:9])[CH2:3]1.[H-].[Na+].[Br:17][C:18]1[CH:23]=[CH:22][C:21]([CH2:24]Br)=[CH:20][CH:19]=1, predict the reaction product. The product is: [Br:17][C:18]1[CH:23]=[CH:22][C:21]([CH2:24][N:7]2[CH2:6][CH2:5][N:4]([C:8]([O:10][C:11]([CH3:14])([CH3:13])[CH3:12])=[O:9])[CH2:3][C:2]2=[O:1])=[CH:20][CH:19]=1.